From a dataset of Reaction yield outcomes from USPTO patents with 853,638 reactions. Predict the reaction yield, written as a fraction of the theoretical maximum amount of product (1.0 means a 100% yield; for example, 0.34 means a 34% yield). (1) The reactants are [C:1]([C:9]1[CH:10]=[N:11][C:12]([N:15]2[CH2:20][CH2:19][N:18]([C:21]([O:23][C:24]([CH3:27])([CH3:26])[CH3:25])=[O:22])[CH2:17][CH2:16]2)=[N:13][CH:14]=1)(=O)[C:2]1[CH:7]=[CH:6][CH:5]=[CH:4][CH:3]=1.[CH2:28]1COCC1. No catalyst specified. The product is [C:2]1([C:1]([C:9]2[CH:10]=[N:11][C:12]([N:15]3[CH2:20][CH2:19][N:18]([C:21]([O:23][C:24]([CH3:27])([CH3:26])[CH3:25])=[O:22])[CH2:17][CH2:16]3)=[N:13][CH:14]=2)=[CH2:28])[CH:7]=[CH:6][CH:5]=[CH:4][CH:3]=1. The yield is 0.890. (2) The reactants are [CH3:1][C:2]1[CH:10]=[C:9]2[C:5]([CH:6]=[N:7][NH:8]2)=[CH:4][C:3]=1[N+:11]([O-:13])=[O:12].ClC1[C:16](=[O:27])[C:17](C#N)=[C:18](C#N)[C:19](=O)[C:20]=1Cl.O1C=CCCC1. The yield is 0.720. The catalyst is C(#N)C. The product is [CH3:1][C:2]1[CH:10]=[C:9]2[C:5]([CH:6]=[N:7][N:8]2[CH:16]2[CH2:17][CH2:18][CH2:19][CH2:20][O:27]2)=[CH:4][C:3]=1[N+:11]([O-:13])=[O:12]. (3) The reactants are [F:1][C:2]1[C:3]([C:9]2[CH:14]=[C:13]([NH:15][C:16]3[C:17]4[C:18](=[CH:22][NH:23][N:24]=4)[N:19]=[CH:20][CH:21]=3)[CH:12]=[CH:11][N:10]=2)=[N:4][C:5]([CH3:8])=[CH:6][CH:7]=1.Br[CH2:26][CH2:27][OH:28].C(=O)([O-])[O-].[Cs+].[Cs+]. The catalyst is CN(C=O)C.O.C(#N)C.O. The product is [F:1][C:2]1[C:3]([C:9]2[CH:14]=[C:13]([NH:15][C:16]3[C:17]4[C:18](=[CH:22][N:23]([CH2:26][CH2:27][OH:28])[N:24]=4)[N:19]=[CH:20][CH:21]=3)[CH:12]=[CH:11][N:10]=2)=[N:4][C:5]([CH3:8])=[CH:6][CH:7]=1. The yield is 0.0879. (4) The product is [CH2:36]([O:35][CH:28]([O:27][CH2:25][CH3:26])[C:29]1[N:30]=[C:31]([CH3:32])[N:34]([CH2:4][CH3:5])[N:33]=1)[CH3:37]. The catalyst is C(O)(=O)C.CO. The reactants are C[O-].[Na+].[C:4](O)(=O)[C:5](O)=O.C(NN)C.C(OC(OCC)C(=N)OC)C.[CH2:25]([O:27][CH:28]([O:35][CH2:36][CH3:37])/[C:29](=[N:33]/[NH2:34])/[NH:30][CH2:31][CH3:32])[CH3:26].Cl.C(=N)(O)C. The yield is 0.230. (5) The reactants are [OH:1][C:2]1[CH:9]=[CH:8][C:5]([CH2:6][OH:7])=[CH:4][CH:3]=1.C(=O)([O-])[O-].[K+].[K+].Cl[CH2:17][C:18]#[N:19].CO. The catalyst is CC(C)=O.C(Cl)(Cl)Cl.C1(C)C=CC=CC=1. The product is [OH:7][CH2:6][C:5]1[CH:8]=[CH:9][C:2]([O:1][CH2:17][C:18]#[N:19])=[CH:3][CH:4]=1. The yield is 0.900. (6) The reactants are [CH2:1]([C:3]1[CH:9]=[CH:8][CH:7]=[C:6]([CH3:10])[C:4]=1[NH2:5])[CH3:2].[Br:11]N1C(=O)CCC1=O.[Na+].[Cl-]. The catalyst is CN(C=O)C. The product is [Br:11][C:8]1[CH:7]=[C:6]([CH3:10])[C:4]([NH2:5])=[C:3]([CH2:1][CH3:2])[CH:9]=1. The yield is 1.00.